From a dataset of Full USPTO retrosynthesis dataset with 1.9M reactions from patents (1976-2016). Predict the reactants needed to synthesize the given product. (1) The reactants are: [CH3:1][C:2]1[CH:11]=[CH:10][C:5]([C:6](OC)=[O:7])=[CH:4][N:3]=1.[H-].[Al+3].[Li+].[H-].[H-].[H-]. Given the product [CH3:1][C:2]1[N:3]=[CH:4][C:5]([CH2:6][OH:7])=[CH:10][CH:11]=1, predict the reactants needed to synthesize it. (2) The reactants are: [CH2:1]([C:3]1[N:7]([CH3:8])[C:6]2[CH:9]=[C:10]([N:13]3[CH:18]=[CH:17][C:16]([OH:19])=[CH:15][C:14]3=[O:20])[CH:11]=[CH:12][C:5]=2[N:4]=1)[CH3:2].[F:21][C:22]1[S:26][C:25]([CH2:27]O)=[CH:24][CH:23]=1.C(P(CCCC)CCCC)CCC.N(C(N1CCCCC1)=O)=NC(N1CCCCC1)=O. Given the product [CH2:1]([C:3]1[N:7]([CH3:8])[C:6]2[CH:9]=[C:10]([N:13]3[CH:18]=[CH:17][C:16]([O:19][CH2:27][C:25]4[S:26][C:22]([F:21])=[CH:23][CH:24]=4)=[CH:15][C:14]3=[O:20])[CH:11]=[CH:12][C:5]=2[N:4]=1)[CH3:2], predict the reactants needed to synthesize it. (3) Given the product [Cl:1][C:2]1[CH:3]=[C:4]2[C:8](=[CH:9][CH:10]=1)[N:7]([CH3:11])[C:6]([CH2:12][CH2:13][CH2:14][CH2:15][CH2:16][CH3:17])=[C:5]2[C:18](=[O:26])[CH2:19][C@@H:20]([CH3:25])[CH2:21][C:22]([NH:35][CH:33]([C:27]1[CH:32]=[CH:31][CH:30]=[CH:29][CH:28]=1)[CH3:34])=[O:23], predict the reactants needed to synthesize it. The reactants are: [Cl:1][C:2]1[CH:3]=[C:4]2[C:8](=[CH:9][CH:10]=1)[N:7]([CH3:11])[C:6]([CH2:12][CH2:13][CH2:14][CH2:15][CH2:16][CH3:17])=[C:5]2[C:18](=[O:26])[CH2:19][C@@H:20]([CH3:25])[CH2:21][C:22](O)=[O:23].[C:27]1([C@H:33]([NH2:35])[CH3:34])[CH:32]=[CH:31][CH:30]=[CH:29][CH:28]=1.C1CCC(N=C=NC2CCCCC2)CC1.C(=O)(O)[O-].[Na+]. (4) Given the product [Cl:8][C:4]1[CH:5]=[CH:6][CH:7]=[C:2]([Cl:1])[C:3]=1[CH2:9][S:10]([C:13]1[CH:14]=[C:15]2[C:19](=[CH:20][CH:21]=1)[NH:18][C:17](=[O:22])/[C:16]/2=[CH:37]\[C:33]1[NH:34][C:35]([CH3:36])=[C:31]([CH2:30][N:26]2[CH2:27][CH2:28][CH2:29][CH:24]([OH:23])[CH2:25]2)[C:32]=1[CH3:39])(=[O:12])=[O:11], predict the reactants needed to synthesize it. The reactants are: [Cl:1][C:2]1[CH:7]=[CH:6][CH:5]=[C:4]([Cl:8])[C:3]=1[CH2:9][S:10]([C:13]1[CH:14]=[C:15]2[C:19](=[CH:20][CH:21]=1)[NH:18][C:17](=[O:22])[CH2:16]2)(=[O:12])=[O:11].[OH:23][CH:24]1[CH2:29][CH2:28][CH2:27][N:26]([CH2:30][C:31]2[C:32]([CH3:39])=[C:33]([CH:37]=O)[NH:34][C:35]=2[CH3:36])[CH2:25]1. (5) The reactants are: [Cl:1][C:2]1[CH:3]=[C:4]2[C:10]([C:11]3[N:16]=[C:15]([NH:17][C@H:18]4[CH2:22][CH2:21][N:20](S(C)(=O)=O)[CH2:19]4)[C:14]([F:27])=[CH:13][N:12]=3)=[CH:9][NH:8][C:5]2=[N:6][CH:7]=1.[CH3:28][C:29]1([C:33](O)=[O:34])[CH2:32][O:31][CH2:30]1. Given the product [Cl:1][C:2]1[CH:3]=[C:4]2[C:10]([C:11]3[N:16]=[C:15]([NH:17][C@H:18]4[CH2:22][CH2:21][N:20]([C:33]([C:29]5([CH3:28])[CH2:32][O:31][CH2:30]5)=[O:34])[CH2:19]4)[C:14]([F:27])=[CH:13][N:12]=3)=[CH:9][NH:8][C:5]2=[N:6][CH:7]=1, predict the reactants needed to synthesize it.